From a dataset of Peptide-MHC class II binding affinity with 134,281 pairs from IEDB. Regression. Given a peptide amino acid sequence and an MHC pseudo amino acid sequence, predict their binding affinity value. This is MHC class II binding data. The peptide sequence is YEGQRVVFIQPSPVRD. The MHC is DRB1_0401 with pseudo-sequence DRB1_0401. The binding affinity (normalized) is 0.396.